Task: Predict the product of the given reaction.. Dataset: Forward reaction prediction with 1.9M reactions from USPTO patents (1976-2016) Given the reactants C[Li].[CH2:3]([N:10]1[CH2:19][CH2:18][C:17]2[C:12](=[CH:13][CH:14]=[CH:15][CH:16]=2)C1C(OCC)=O)[C:4]1[CH:9]=[CH:8][CH:7]=[CH:6][CH:5]=1.[C:25](=O)=O.[CH3:28][C:29]([CH3:31])=[O:30].O, predict the reaction product. The product is: [CH2:3]([N:10]1[CH2:19][CH2:18][C:17]2[C:12](=[CH:13][CH:14]=[CH:15][CH:16]=2)[CH:28]1[C:29]([OH:30])([CH3:25])[CH3:31])[C:4]1[CH:9]=[CH:8][CH:7]=[CH:6][CH:5]=1.